Dataset: Full USPTO retrosynthesis dataset with 1.9M reactions from patents (1976-2016). Task: Predict the reactants needed to synthesize the given product. (1) Given the product [C:28]1([NH:27][C:25](=[O:26])[NH:24][C:21]2[CH:20]=[CH:19][C:18]([NH:17][S:13]([C:11]3[CH:10]=[N:9][N:8]([C:5]4[CH:6]=[CH:7][C:2]([F:1])=[CH:3][CH:4]=4)[CH:12]=3)(=[O:15])=[O:14])=[CH:23][CH:22]=2)[CH:33]=[CH:32][CH:31]=[CH:30][CH:29]=1, predict the reactants needed to synthesize it. The reactants are: [F:1][C:2]1[CH:7]=[CH:6][C:5]([N:8]2[CH:12]=[C:11]([S:13](Cl)(=[O:15])=[O:14])[CH:10]=[N:9]2)=[CH:4][CH:3]=1.[NH2:17][C:18]1[CH:23]=[CH:22][C:21]([NH:24][C:25]([NH:27][C:28]2[CH:33]=[CH:32][CH:31]=[CH:30][CH:29]=2)=[O:26])=[CH:20][CH:19]=1. (2) Given the product [C:1]([C:3](=[CH:21][C:20]1[CH:19]=[C:18]([OH:17])[C:25]([OH:26])=[C:24]([OH:27])[CH:23]=1)[C:4]([NH:6][CH2:7][CH2:8][CH:9]([NH:11][C:12](=[O:16])[C:13]([C:14]#[N:15])=[CH:21][C:20]1[CH:19]=[C:18]([OH:17])[C:25]([OH:26])=[C:24]([OH:27])[CH:23]=1)[CH3:10])=[O:5])#[N:2], predict the reactants needed to synthesize it. The reactants are: [C:1]([CH2:3][C:4]([NH:6][CH2:7][CH2:8][CH:9]([NH:11][C:12](=[O:16])[CH2:13][C:14]#[N:15])[CH3:10])=[O:5])#[N:2].[OH:17][C:18]1[CH:19]=[C:20]([CH:23]=[C:24]([OH:27])[C:25]=1[OH:26])[CH:21]=O. (3) Given the product [NH2:29][C:27]1[CH:26]=[CH:25][C:3]([O:4][C:5]2[CH:10]=[CH:9][N:8]=[C:7]3[NH:11][CH:12]=[C:13]([CH2:14][CH2:15][CH2:16][OH:17])[C:6]=23)=[C:2]([F:1])[CH:28]=1, predict the reactants needed to synthesize it. The reactants are: [F:1][C:2]1[CH:28]=[C:27]([N+:29]([O-])=O)[CH:26]=[CH:25][C:3]=1[O:4][C:5]1[CH:10]=[CH:9][N:8]=[C:7]2[N:11](C(OC(C)(C)C)=O)[CH:12]=[C:13]([C:14]#[C:15][CH2:16][OH:17])[C:6]=12. (4) Given the product [ClH:12].[N:7]1[CH:8]=[CH:9][N:10]=[CH:11][C:6]=1[C:4]([NH2:13])=[NH:5], predict the reactants needed to synthesize it. The reactants are: C[O-].[Na+].[C:4]([C:6]1[CH:11]=[N:10][CH:9]=[CH:8][N:7]=1)#[N:5].[Cl-:12].[NH4+:13].C(OC)(C)(C)C.